This data is from Blood-brain barrier permeability classification from the B3DB database. The task is: Regression/Classification. Given a drug SMILES string, predict its absorption, distribution, metabolism, or excretion properties. Task type varies by dataset: regression for continuous measurements (e.g., permeability, clearance, half-life) or binary classification for categorical outcomes (e.g., BBB penetration, CYP inhibition). Dataset: b3db_classification. (1) The molecule is COC1OC2OC3(C)CCC4C(C)CCC(C1C)C24OO3. The result is 0 (does not penetrate BBB). (2) The molecule is COc1cccc2c1C(=O)c1c(O)c3c(c(O)c1C2=O)CC(O)(C(=O)CO)CC3OC1CC(N)C(O)C(C)O1. The result is 1 (penetrates BBB).